From a dataset of Peptide-MHC class I binding affinity with 185,985 pairs from IEDB/IMGT. Regression. Given a peptide amino acid sequence and an MHC pseudo amino acid sequence, predict their binding affinity value. This is MHC class I binding data. (1) The peptide sequence is RDALGRTAL. The MHC is HLA-B58:01 with pseudo-sequence HLA-B58:01. The binding affinity (normalized) is 0.0847. (2) The peptide sequence is SFQVDCFLWH. The MHC is HLA-A68:01 with pseudo-sequence HLA-A68:01. The binding affinity (normalized) is 0.112.